The task is: Regression. Given a peptide amino acid sequence and an MHC pseudo amino acid sequence, predict their binding affinity value. This is MHC class I binding data.. This data is from Peptide-MHC class I binding affinity with 185,985 pairs from IEDB/IMGT. The peptide sequence is VLNHYTPEY. The MHC is HLA-A80:01 with pseudo-sequence HLA-A80:01. The binding affinity (normalized) is 1.00.